This data is from Peptide-MHC class II binding affinity with 134,281 pairs from IEDB. The task is: Regression. Given a peptide amino acid sequence and an MHC pseudo amino acid sequence, predict their binding affinity value. This is MHC class II binding data. The peptide sequence is SMINPLVMSTSCLKS. The MHC is DRB1_0101 with pseudo-sequence DRB1_0101. The binding affinity (normalized) is 0.797.